Dataset: Forward reaction prediction with 1.9M reactions from USPTO patents (1976-2016). Task: Predict the product of the given reaction. (1) Given the reactants [OH:1][C:2]1[CH:7]=[CH:6][C:5]([NH:8][C:9](=[O:11])[CH3:10])=[CH:4][CH:3]=1.Cl[C:13]1[C:22]2[C:17](=[CH:18][CH:19]=[C:20]([O:23][CH3:24])[CH:21]=2)[CH:16]=[C:15]([NH:25][C:26]2[CH:30]=[C:29]([CH3:31])[NH:28][N:27]=2)[N:14]=1, predict the reaction product. The product is: [CH3:24][O:23][C:20]1[CH:21]=[C:22]2[C:17]([CH:16]=[C:15]([NH:25][C:26]3[CH:30]=[C:29]([CH3:31])[NH:28][N:27]=3)[N:14]=[C:13]2[O:1][C:2]2[CH:3]=[CH:4][C:5]([NH:8][C:9](=[O:11])[CH3:10])=[CH:6][CH:7]=2)=[CH:18][CH:19]=1. (2) Given the reactants Br[C:2]1[N:7]=[C:6]([C:8]([O:10][CH2:11][CH3:12])=[O:9])[CH:5]=[CH:4][CH:3]=1.[CH:13]1(B(O)O)[CH2:15][CH2:14]1.[O-]P([O-])([O-])=O.[K+].[K+].[K+], predict the reaction product. The product is: [CH:13]1([C:2]2[N:7]=[C:6]([C:8]([O:10][CH2:11][CH3:12])=[O:9])[CH:5]=[CH:4][CH:3]=2)[CH2:15][CH2:14]1. (3) Given the reactants [NH2:1][C:2]1[C:3]([C:9]([NH:11][C:12]2[CH:17]=[CH:16][CH:15]=[CH:14][N:13]=2)=[O:10])=[N:4][C:5](Br)=[CH:6][N:7]=1.C(B(CC)[C:21]1[CH:22]=[N:23][CH:24]=[CH:25][CH:26]=1)C, predict the reaction product. The product is: [NH2:1][C:2]1[C:3]([C:9]([NH:11][C:12]2[CH:17]=[CH:16][CH:15]=[CH:14][N:13]=2)=[O:10])=[N:4][C:5]([C:21]2[CH:22]=[N:23][CH:24]=[CH:25][CH:26]=2)=[CH:6][N:7]=1. (4) Given the reactants [NH2:1][C@H:2]1[CH2:6][CH2:5][CH2:4][C@@H:3]1[OH:7].[C:8](O)(=[O:13])[CH2:9][CH2:10][CH:11]=[CH2:12].CCOC(C)=O.CCCCCC, predict the reaction product. The product is: [OH:7][C@H:3]1[CH2:4][CH2:5][CH2:6][C@@H:2]1[NH:1][C:8](=[O:13])[CH2:9][CH2:10][CH:11]=[CH2:12]. (5) Given the reactants [CH2:1]([O:5][C:6]([C:8]1[N:9]=[C:10]([O:26][CH3:27])[C:11]2[C:16]([C:17]=1[O:18]CC1C=CC=CC=1)=[CH:15][CH:14]=[CH:13][CH:12]=2)=[O:7])[CH2:2][CH2:3][CH3:4], predict the reaction product. The product is: [CH2:1]([O:5][C:6]([C:8]1[N:9]=[C:10]([O:26][CH3:27])[C:11]2[C:16]([C:17]=1[OH:18])=[CH:15][CH:14]=[CH:13][CH:12]=2)=[O:7])[CH2:2][CH2:3][CH3:4]. (6) Given the reactants [CH3:1][C:2]1([CH3:17])[CH2:11][CH2:10][C:9](=O)[C:8]2[CH:7]=[C:6]([C:13]([O:15][CH3:16])=[O:14])[CH:5]=[CH:4][C:3]1=2.[C:18]1([SH:24])[CH:23]=[CH:22][CH:21]=[CH:20][CH:19]=1.CCN(CC)CC.O, predict the reaction product. The product is: [CH3:16][O:15][C:13]([C:6]1[CH:5]=[CH:4][C:3]2[C:2]([CH3:17])([CH3:1])[CH2:11][CH:10]=[C:9]([S:24][C:18]3[CH:23]=[CH:22][CH:21]=[CH:20][CH:19]=3)[C:8]=2[CH:7]=1)=[O:14]. (7) Given the reactants [CH3:1][N:2]([CH3:31])[C:3]([C:5]1[CH:22]=[C:21]([O:23]CC2C=CC=CC=2)[C:8]2[N:9]=[C:10]([CH3:20])[N:11]([CH2:12][O:13][CH2:14][CH2:15][Si:16]([CH3:19])([CH3:18])[CH3:17])[C:7]=2[CH:6]=1)=[O:4], predict the reaction product. The product is: [CH3:31][N:2]([CH3:1])[C:3]([C:5]1[CH:22]=[C:21]([OH:23])[C:8]2[N:9]=[C:10]([CH3:20])[N:11]([CH2:12][O:13][CH2:14][CH2:15][Si:16]([CH3:17])([CH3:18])[CH3:19])[C:7]=2[CH:6]=1)=[O:4]. (8) Given the reactants [Cl:1][C:2]1[CH:3]=[C:4]([CH:16]=[C:17]([Cl:19])[N:18]=1)[C:5]([NH:7][CH2:8][CH2:9][N:10]1[CH2:15][CH2:14]OCC1)=[O:6].[N:20]1([CH2:26]CCN)[CH2:25][CH2:24][O:23][CH2:22][CH2:21]1.ClC1C=C(C=C(Cl)N=1)C(O)=[O:35], predict the reaction product. The product is: [Cl:19][C:17]1[CH:16]=[C:4]([CH:3]=[C:2]([Cl:1])[N:18]=1)[C:5]([NH:7][C:8](=[O:35])[C@@H:9]1[CH:26]([N:20]2[CH2:25][CH2:24][O:23][CH2:22][CH2:21]2)[CH2:14][CH2:15][NH:10]1)=[O:6].